Task: Predict which catalyst facilitates the given reaction.. Dataset: Catalyst prediction with 721,799 reactions and 888 catalyst types from USPTO Reactant: [CH3:1][C:2]([C:4]1[CH:9]=[C:8]([O:10][CH3:11])[C:7]([O:12][CH3:13])=[C:6]([O:14][CH3:15])[CH:5]=1)=[O:3].[C:16]1([NH:22][C:23]2[N:30]=[CH:29][CH:28]=[CH:27][C:24]=2[CH:25]=O)[CH:21]=[CH:20][CH:19]=[CH:18][CH:17]=1.Cl. Product: [C:16]1([NH:22][C:23]2[C:24](/[CH:25]=[CH:1]/[C:2]([C:4]3[CH:5]=[C:6]([O:14][CH3:15])[C:7]([O:12][CH3:13])=[C:8]([O:10][CH3:11])[CH:9]=3)=[O:3])=[CH:27][CH:28]=[CH:29][N:30]=2)[CH:21]=[CH:20][CH:19]=[CH:18][CH:17]=1. The catalyst class is: 5.